This data is from Peptide-MHC class I binding affinity with 185,985 pairs from IEDB/IMGT. The task is: Regression. Given a peptide amino acid sequence and an MHC pseudo amino acid sequence, predict their binding affinity value. This is MHC class I binding data. (1) The peptide sequence is NILMDSIFV. The MHC is HLA-A68:02 with pseudo-sequence HLA-A68:02. The binding affinity (normalized) is 0.539. (2) The peptide sequence is MMMSTAVAF. The MHC is HLA-A68:23 with pseudo-sequence HLA-A68:23. The binding affinity (normalized) is 0.401.